From a dataset of Reaction yield outcomes from USPTO patents with 853,638 reactions. Predict the reaction yield, written as a fraction of the theoretical maximum amount of product (1.0 means a 100% yield; for example, 0.34 means a 34% yield). (1) The product is [Cl:1][C:2]1[C:3]([O:12][CH2:13][C:14]23[CH2:23][CH:18]4[CH2:19][CH:20]([CH2:22][C:16]([CH2:24][OH:25])([CH2:17]4)[CH2:15]2)[CH2:21]3)=[CH:4][C:5]([F:11])=[C:6]([CH:10]=1)[C:7]([O:9][CH3:28])=[O:8]. The reactants are [Cl:1][C:2]1[C:3]([O:12][CH2:13][C:14]23[CH2:23][CH:18]4[CH2:19][CH:20]([CH2:22][C:16]([CH2:24][OH:25])([CH2:17]4)[CH2:15]2)[CH2:21]3)=[CH:4][C:5]([F:11])=[C:6]([CH:10]=1)[C:7]([OH:9])=[O:8].CO.[CH2:28](N=C=NCCCN(C)C)C. The yield is 0.180. The catalyst is CN(C)C1C=CN=CC=1.CN(C)C=O.C(OCC)(=O)C. (2) The reactants are [CH3:1][O:2][C:3]1[CH:4]=[C:5]([CH:8]=[CH:9][C:10]=1[CH3:11])[CH:6]=O.[C:12]([CH2:14]P(C1C=CC=CC=1)(C1C=CC=CC=1)C1C=CC=CC=1)#[N:13]. No catalyst specified. The product is [CH3:1][O:2][C:3]1[CH:4]=[C:5]([CH:6]=[CH:14][C:12]#[N:13])[CH:8]=[CH:9][C:10]=1[CH3:11]. The yield is 0.770. (3) The reactants are [N+:1]([C:4]1[CH:9]=[CH:8][C:7]([CH2:10][C:11]([OH:13])=[O:12])=[CH:6][CH:5]=1)([O-:3])=[O:2].S(=O)(=O)(O)O.[CH3:19]O. No catalyst specified. The product is [N+:1]([C:4]1[CH:5]=[CH:6][C:7]([CH2:10][C:11]([O:13][CH3:19])=[O:12])=[CH:8][CH:9]=1)([O-:3])=[O:2]. The yield is 0.960. (4) The catalyst is CN(C1C=CN=CC=1)C.ClCCCl. The product is [CH:1]1([C:4]([N:21]([CH3:20])[NH:22][C:23]([O:25][CH2:26][C:27]2[CH:32]=[CH:31][CH:30]=[CH:29][CH:28]=2)=[O:24])=[O:6])[CH2:3][CH2:2]1. The yield is 0.800. The reactants are [CH:1]1([C:4]([OH:6])=O)[CH2:3][CH2:2]1.CCN=C=NCCCN(C)C.Cl.Cl.[CH3:20][NH:21][NH:22][C:23]([O:25][CH2:26][C:27]1[CH:32]=[CH:31][CH:30]=[CH:29][CH:28]=1)=[O:24].O. (5) The reactants are Cl[C:2](Cl)(Cl)[C:3]1[NH:7][C:6]2[CH:8]=[CH:9][CH:10]=[CH:11][C:5]=2[N:4]=1.Cl.Cl.[CH3:16][N:17]1[CH:22]2[CH2:23][CH2:24][CH:18]1[CH2:19][CH:20]([NH2:25])[CH2:21]2.[O:26]1CCCC1. No catalyst specified. The product is [CH3:16][N:17]1[CH:22]2[CH2:23][CH2:24][CH:18]1[CH2:19][CH:20]([NH:25][C:2]([C:3]1[NH:7][C:6]3[CH:8]=[CH:9][CH:10]=[CH:11][C:5]=3[N:4]=1)=[O:26])[CH2:21]2. The yield is 0.100.